This data is from Catalyst prediction with 721,799 reactions and 888 catalyst types from USPTO. The task is: Predict which catalyst facilitates the given reaction. (1) Reactant: C([O:8][C:9]([C@@H:11]1[CH2:15][CH2:14][CH2:13][N:12]1[C:16](=[O:29])[C@H:17]([NH:24][C:25]([O:27][CH3:28])=[O:26])[CH:18]1[CH2:23][CH2:22][CH2:21][CH2:20][CH2:19]1)=[O:10])C1C=CC=CC=1. Product: [CH3:28][O:27][C:25]([NH:24][C@H:17]([CH:18]1[CH2:23][CH2:22][CH2:21][CH2:20][CH2:19]1)[C:16]([N:12]1[CH2:13][CH2:14][CH2:15][C@H:11]1[C:9]([OH:10])=[O:8])=[O:29])=[O:26]. The catalyst class is: 19. (2) Reactant: [OH:1][C:2]1[CH:7]=[CH:6][C:5]([CH2:8][N:9]2[CH2:14][CH2:13][CH2:12][CH2:11][CH2:10]2)=[CH:4][C:3]=1[NH:15][C:16](=[O:22])[O:17][C:18]([CH3:21])([CH3:20])[CH3:19].C([O-])([O-])=O.[Cs+].[Cs+].Br[CH2:30][CH2:31][CH2:32][CH2:33][CH2:34][S:35][C:36]1[C:45]2[C:40](=[CH:41][C:42]([C:46]([F:49])([F:48])[F:47])=[CH:43][CH:44]=2)[N:39]=[CH:38][CH:37]=1. Product: [F:49][C:46]([F:47])([F:48])[C:42]1[CH:41]=[C:40]2[C:45]([C:36]([S:35][CH2:34][CH2:33][CH2:32][CH2:31][CH2:30][O:1][C:2]3[CH:7]=[CH:6][C:5]([CH2:8][N:9]4[CH2:10][CH2:11][CH2:12][CH2:13][CH2:14]4)=[CH:4][C:3]=3[NH:15][C:16](=[O:22])[O:17][C:18]([CH3:19])([CH3:21])[CH3:20])=[CH:37][CH:38]=[N:39]2)=[CH:44][CH:43]=1. The catalyst class is: 3. (3) Product: [O:26]([CH2:25][C:22]1[NH:23][CH:24]=[C:20]([C:17]2[CH:18]=[CH:19][C:14]([O:13][C:12]3[CH:11]=[CH:10][C:9]([OH:8])=[CH:34][CH:33]=3)=[CH:15][CH:16]=2)[N:21]=1)[C:27]1[CH:32]=[CH:31][CH:30]=[CH:29][CH:28]=1. The catalyst class is: 29. Reactant: C([O:8][C:9]1[CH:34]=[CH:33][C:12]([O:13][C:14]2[CH:19]=[CH:18][C:17]([C:20]3[N:21]=[C:22]([CH2:25][O:26][C:27]4[CH:32]=[CH:31][CH:30]=[CH:29][CH:28]=4)[NH:23][CH:24]=3)=[CH:16][CH:15]=2)=[CH:11][CH:10]=1)C1C=CC=CC=1. (4) Reactant: [Cl:1][C:2]1[CH:7]=[C:6]([Cl:8])[CH:5]=[CH:4][N:3]=1.C1C=C(Cl)C=C(C(OO)=[O:17])C=1.[O-]S([O-])(=S)=O.[Na+].[Na+]. Product: [Cl:1][C:2]1[CH:7]=[C:6]([Cl:8])[CH:5]=[CH:4][N+:3]=1[O-:17]. The catalyst class is: 22. (5) Reactant: [Cl:1][C:2]1[CH:19]=[C:18]([OH:20])[CH:17]=[C:16]([Cl:21])[C:3]=1[CH2:4][N:5]1[CH2:9][CH2:8][C:7]2([CH2:14][CH2:13][CH2:12][CH2:11][CH2:10]2)[C:6]1=[O:15].N1C=CC=CC=1.[F:28][C:29]([F:42])([F:41])[S:30](O[S:30]([C:29]([F:42])([F:41])[F:28])(=[O:32])=[O:31])(=[O:32])=[O:31]. Product: [Cl:1][C:2]1[CH:19]=[C:18]([O:20][S:30]([C:29]([F:42])([F:41])[F:28])(=[O:32])=[O:31])[CH:17]=[C:16]([Cl:21])[C:3]=1[CH2:4][N:5]1[CH2:9][CH2:8][C:7]2([CH2:10][CH2:11][CH2:12][CH2:13][CH2:14]2)[C:6]1=[O:15]. The catalyst class is: 143. (6) Reactant: CCN(C(C)C)C(C)C.[Cl:10][C:11]1[CH:19]=[C:18]([F:20])[CH:17]=[CH:16][C:12]=1[C:13]([OH:15])=O.C1C=CC2N(O)N=NC=2C=1.CCN=C=NCCCN(C)C.Cl.[O:43]=[C:44]([N:61]1[CH2:66][CH2:65][NH:64][CH2:63][CH2:62]1)[CH2:45][NH:46][C:47]([C:49]1[CH:54]=[CH:53][C:52]([C:55]2[CH:60]=[CH:59][CH:58]=[CH:57][CH:56]=2)=[CH:51][CH:50]=1)=[O:48]. Product: [Cl:10][C:11]1[CH:19]=[C:18]([F:20])[CH:17]=[CH:16][C:12]=1[C:13]([N:64]1[CH2:63][CH2:62][N:61]([C:44](=[O:43])[CH2:45][NH:46][C:47]([C:49]2[CH:54]=[CH:53][C:52]([C:55]3[CH:60]=[CH:59][CH:58]=[CH:57][CH:56]=3)=[CH:51][CH:50]=2)=[O:48])[CH2:66][CH2:65]1)=[O:15]. The catalyst class is: 18. (7) Reactant: F[C:2]1[CH:7]=[CH:6][CH:5]=[CH:4][N:3]=1.[NH:8]1[CH2:13]CO[CH2:10][CH2:9]1.N1C2C(=CC=CC=2)C=C1. Product: [CH3:13][NH:8][CH2:9][CH2:10][C:2]1[CH:7]=[CH:6][CH:5]=[CH:4][N:3]=1. The catalyst class is: 51.